Dataset: Forward reaction prediction with 1.9M reactions from USPTO patents (1976-2016). Task: Predict the product of the given reaction. (1) Given the reactants [CH3:1][O:2][C:3]1[CH:8]=[CH:7][C:6]([C:9]2[N:13]([C:14]3[CH:21]=[CH:20][C:17]([C:18]#[N:19])=[CH:16][CH:15]=3)[N:12]=[CH:11][CH:10]=2)=[CH:5][C:4]=1[O:22][C@@H:23]1[CH2:27][CH2:26][O:25][CH2:24]1.[N-:28]=[N+:29]=[N-:30].[Na+].[Cl-].[NH4+], predict the reaction product. The product is: [CH3:1][O:2][C:3]1[CH:8]=[CH:7][C:6]([C:9]2[N:13]([C:14]3[CH:15]=[CH:16][C:17]([C:18]4[NH:30][N:29]=[N:28][N:19]=4)=[CH:20][CH:21]=3)[N:12]=[CH:11][CH:10]=2)=[CH:5][C:4]=1[O:22][C@@H:23]1[CH2:27][CH2:26][O:25][CH2:24]1. (2) Given the reactants [CH:1]1[C:11]2[CH2:10][CH2:9][C:8]3[CH:12]=[CH:13][CH:14]=[CH:15][C:7]=3[C:6](=[C:16]3[CH2:21][CH2:20][CH2:19][CH:18]([NH2:22])[CH2:17]3)[C:5]=2[CH:4]=[CH:3][CH:2]=1.C(N(CC)CC)C.[F:30][C:31]([F:44])([F:43])[O:32][C:33]1[CH:38]=[CH:37][C:36]([S:39](Cl)(=[O:41])=[O:40])=[CH:35][CH:34]=1, predict the reaction product. The product is: [CH:12]1[C:8]2[CH2:9][CH2:10][C:11]3[CH:1]=[CH:2][CH:3]=[CH:4][C:5]=3[C:6](=[C:16]3[CH2:21][CH2:20][CH2:19][CH:18]([NH:22][S:39]([C:36]4[CH:35]=[CH:34][C:33]([O:32][C:31]([F:30])([F:43])[F:44])=[CH:38][CH:37]=4)(=[O:41])=[O:40])[CH2:17]3)[C:7]=2[CH:15]=[CH:14][CH:13]=1. (3) Given the reactants [N+:1]([C:4]1[CH:5]=[CH:6][C:7]2[O:12][C@:11]([CH3:18])([CH:13]([O:16][CH3:17])[O:14][CH3:15])[C@H:10]3[O:19][C@H:9]3[C:8]=2[CH:20]=1)([O-:3])=[O:2].[F:21][C:22]([F:38])([F:37])[O:23][C:24]1[CH:29]=[CH:28][C:27]([NH:30][CH2:31][C:32]2[NH:33][CH:34]=[CH:35][N:36]=2)=[CH:26][CH:25]=1, predict the reaction product. The product is: [N+:1]([C:4]1[CH:5]=[CH:6][C:7]2[O:12][C@:11]([CH3:18])([CH:13]([O:16][CH3:17])[O:14][CH3:15])[C@@H:10]([OH:19])[C@H:9]([N:30]([C:27]3[CH:26]=[CH:25][C:24]([O:23][C:22]([F:38])([F:37])[F:21])=[CH:29][CH:28]=3)[CH2:31][C:32]3[NH:36][CH:35]=[CH:34][N:33]=3)[C:8]=2[CH:20]=1)([O-:3])=[O:2].